From a dataset of Forward reaction prediction with 1.9M reactions from USPTO patents (1976-2016). Predict the product of the given reaction. Given the reactants C1C(N)=CC=C([O:8][C:9]2[CH:14]=[CH:13][C:12](N)=[CH:11][CH:10]=2)C=1.[C:16]1([OH:22])[CH:21]=[CH:20][CH:19]=[CH:18][CH:17]=1.C=O.[C:25]1(C)[CH:30]=CC=C[CH:26]=1, predict the reaction product. The product is: [OH:22][C:16]1[CH:21]=[CH:20][C:19]([C:25]([C:12]2[CH:11]=[CH:10][C:9]([OH:8])=[CH:14][CH:13]=2)([CH3:30])[CH3:26])=[CH:18][CH:17]=1.